This data is from Full USPTO retrosynthesis dataset with 1.9M reactions from patents (1976-2016). The task is: Predict the reactants needed to synthesize the given product. (1) Given the product [N:20]1([CH2:2][C:3]2[CH:8]=[C:7]([C:9]([O:11][CH2:12][CH3:13])=[O:10])[CH:6]=[CH:5][C:4]=2[C:14]2[CH:19]=[CH:18][CH:17]=[CH:16][CH:15]=2)[CH2:25][CH2:24][CH2:23][CH2:22][CH2:21]1, predict the reactants needed to synthesize it. The reactants are: Br[CH2:2][C:3]1[CH:8]=[C:7]([C:9]([O:11][CH2:12][CH3:13])=[O:10])[CH:6]=[CH:5][C:4]=1[C:14]1[CH:19]=[CH:18][CH:17]=[CH:16][CH:15]=1.[NH:20]1[CH2:25][CH2:24][CH2:23][CH2:22][CH2:21]1.C(=O)([O-])[O-].[K+].[K+].O. (2) Given the product [ClH:32].[S:1](=[O:31])(=[O:30])([O:3][C:4]1[C:5]([O:27][CH2:28][CH3:29])=[CH:6][CH:7]=[C:8]2[C:13]=1[CH:12]=[N:11][CH:10]=[C:9]2[CH2:14][C:15]1[CH:20]=[C:19]([O:21][CH3:22])[C:18]([O:23][CH3:24])=[C:17]([O:25][CH3:26])[CH:16]=1)[NH2:2], predict the reactants needed to synthesize it. The reactants are: [S:1](=[O:31])(=[O:30])([O:3][C:4]1[C:5]([O:27][CH2:28][CH3:29])=[CH:6][CH:7]=[C:8]2[C:13]=1[CH:12]=[N:11][CH:10]=[C:9]2[CH2:14][C:15]1[CH:20]=[C:19]([O:21][CH3:22])[C:18]([O:23][CH3:24])=[C:17]([O:25][CH3:26])[CH:16]=1)[NH2:2].[ClH:32]. (3) The reactants are: [NH2:1][C:2]1([CH2:14][F:15])[CH2:6][CH2:5][N:4]([C:7]([O:9][C:10]([CH3:13])([CH3:12])[CH3:11])=[O:8])[CH2:3]1.[F:16][C:17]([F:32])([F:31])[C:18]1[CH:19]=[C:20]([CH:28]=[CH:29][CH:30]=1)[C:21]([NH:23][CH2:24][C:25](O)=[O:26])=[O:22].CN([P+](ON1N=NC2C=CC=CC1=2)(N(C)C)N(C)C)C.F[P-](F)(F)(F)(F)F.C(N(CC)CC)C. Given the product [F:15][CH2:14][C:2]1([NH:1][C:25](=[O:26])[CH2:24][NH:23][C:21](=[O:22])[C:20]2[CH:28]=[CH:29][CH:30]=[C:18]([C:17]([F:16])([F:32])[F:31])[CH:19]=2)[CH2:6][CH2:5][N:4]([C:7]([O:9][C:10]([CH3:11])([CH3:12])[CH3:13])=[O:8])[CH2:3]1, predict the reactants needed to synthesize it. (4) Given the product [C:71]([O:75][C:48]1[CH:49]=[C:50]2[C:55](=[CH:56][CH:57]=1)[N:54]=[C:53]([CH2:58][CH:59]([CH3:61])[CH3:60])[C:52]([C:62]#[N:63])=[C:51]2[C:64]1[CH:69]=[CH:68][CH:67]=[CH:66][C:65]=1[F:70])([CH3:74])([CH3:73])[CH3:72], predict the reactants needed to synthesize it. The reactants are: C1(P(C2C=CC=CC=2)C2C=CC3C(=CC=CC=3)C=2C2C3C(=CC=CC=3)C=CC=2P(C2C=CC=CC=2)C2C=CC=CC=2)C=CC=CC=1.Br[C:48]1[CH:49]=[C:50]2[C:55](=[CH:56][CH:57]=1)[N:54]=[C:53]([CH2:58][CH:59]([CH3:61])[CH3:60])[C:52]([C:62]#[N:63])=[C:51]2[C:64]1[CH:69]=[CH:68][CH:67]=[CH:66][C:65]=1[F:70].[C:71]([OH:75])([CH3:74])([CH3:73])[CH3:72].CC(C)([O-])C.[Na+].Cl. (5) Given the product [Br:1][C:2]1[CH:7]=[CH:6][C:5]([Cl:8])=[C:4]([CH2:19][O:20][CH3:21])[C:3]=1[F:9], predict the reactants needed to synthesize it. The reactants are: [Br:1][C:2]1[CH:7]=[CH:6][C:5]([Cl:8])=[CH:4][C:3]=1[F:9].[Li+].CC([N-]C(C)C)C.Br[CH2:19][O:20][CH3:21].